Task: Predict the product of the given reaction.. Dataset: Forward reaction prediction with 1.9M reactions from USPTO patents (1976-2016) (1) Given the reactants [CH:1]1[C:14]2[C:5](=[CH:6][C:7]3[C:12]([C:13]=2[C:15]2[CH:16]=[C:17](Cl)[CH:18]=[C:19]([C:21]4[N:26]=[C:25]([C:27]5[CH:32]=[CH:31][CH:30]=[CH:29][CH:28]=5)[CH:24]=[C:23]([C:33]5[CH:38]=[CH:37][CH:36]=[CH:35][CH:34]=5)[N:22]=4)[CH:20]=2)=[CH:11][CH:10]=[CH:9][CH:8]=3)[CH:4]=[CH:3][CH:2]=1.[N:40]1[C:49]2[C:44](=[CH:45][CH:46]=[CH:47][CH:48]=2)[CH:43]=[CH:42][C:41]=1[C:50]1[CH:55]=[CH:54][C:53](B(O)O)=[CH:52][CH:51]=1.C1(P(C2CCCCC2)C2C=CC=CC=2C2C(C(C)C)=CC(C(C)C)=CC=2C(C)C)CCCCC1.C(=O)([O-])[O-].[K+].[K+], predict the reaction product. The product is: [CH:1]1[C:14]2[C:5](=[CH:6][C:7]3[C:12]([C:13]=2[C:15]2[CH:20]=[C:19]([C:21]4[N:26]=[C:25]([C:27]5[CH:32]=[CH:31][CH:30]=[CH:29][CH:28]=5)[CH:24]=[C:23]([C:33]5[CH:38]=[CH:37][CH:36]=[CH:35][CH:34]=5)[N:22]=4)[CH:18]=[C:17]([C:53]4[CH:52]=[CH:51][C:50]([C:41]5[CH:42]=[CH:43][C:44]6[C:49](=[CH:48][CH:47]=[CH:46][CH:45]=6)[N:40]=5)=[CH:55][CH:54]=4)[CH:16]=2)=[CH:11][CH:10]=[CH:9][CH:8]=3)[CH:4]=[CH:3][CH:2]=1. (2) Given the reactants [CH2:1]([N:3]1[C:7]2=[N:8][C:9]([CH2:23][O:24][CH3:25])=[C:10](/[CH:19]=[CH:20]/[CH2:21][OH:22])[C:11]([C:12]3[CH:13]=[N:14][CH:15]=[C:16]([CH3:18])[CH:17]=3)=[C:6]2[CH:5]=[N:4]1)[CH3:2].C(N(C(C)C)CC)(C)C.Cl[C:36]([O:38][CH3:39])=[O:37], predict the reaction product. The product is: [C:36](=[O:37])([O:38][CH3:39])[O:22][CH2:21]/[CH:20]=[CH:19]/[C:10]1[C:11]([C:12]2[CH:13]=[N:14][CH:15]=[C:16]([CH3:18])[CH:17]=2)=[C:6]2[CH:5]=[N:4][N:3]([CH2:1][CH3:2])[C:7]2=[N:8][C:9]=1[CH2:23][O:24][CH3:25]. (3) Given the reactants [C:1]([O:5][C:6](=[O:18])/[CH:7]=[CH:8]\[C:9]1[NH:13][C:12]([C:14]([O:16][CH3:17])=[O:15])=[CH:11][CH:10]=1)([CH3:4])([CH3:3])[CH3:2].C(OC(=O)/C=C/C1NC(C(OC)=O)=CC=1)(C)(C)C, predict the reaction product. The product is: [C:1]([O:5][C:6](=[O:18])[CH2:7][CH2:8][C:9]1[NH:13][C:12]([C:14]([O:16][CH3:17])=[O:15])=[CH:11][CH:10]=1)([CH3:4])([CH3:3])[CH3:2]. (4) Given the reactants Cl[C:2]1[CH:7]=[C:6]([N:8]2[CH2:13][CH2:12][N:11]([CH3:14])[CH2:10][CH2:9]2)[N:5]=[C:4]([NH2:15])[N:3]=1.[Br:16][C:17]1[CH:26]=[C:25]2[C:20]([CH2:21][CH2:22][NH:23][CH2:24]2)=[CH:19][CH:18]=1.CN1CCOCC1.O, predict the reaction product. The product is: [Br:16][C:17]1[CH:26]=[C:25]2[C:20]([CH2:21][CH2:22][N:23]([C:2]3[CH:7]=[C:6]([N:8]4[CH2:13][CH2:12][N:11]([CH3:14])[CH2:10][CH2:9]4)[N:5]=[C:4]([NH2:15])[N:3]=3)[CH2:24]2)=[CH:19][CH:18]=1. (5) Given the reactants C([O:5][C:6](=[O:45])[CH:7]([NH:20][C:21]([C:23]1[CH:24]=[N:25][N:26]2[C:31]([CH:32]3[CH2:37][CH2:36][CH2:35][CH2:34][CH2:33]3)=[C:30]([C:38]3[CH:43]=[CH:42][C:41]([F:44])=[CH:40][CH:39]=3)[CH:29]=[N:28][C:27]=12)=[O:22])[CH2:8][C:9]1[CH:14]=[CH:13][C:12]([O:15]C(C)(C)C)=[CH:11][CH:10]=1)(C)(C)C.FC(F)(F)C(O)=O, predict the reaction product. The product is: [CH:32]1([C:31]2[N:26]3[N:25]=[CH:24][C:23]([C:21]([NH:20][CH:7]([CH2:8][C:9]4[CH:10]=[CH:11][C:12]([OH:15])=[CH:13][CH:14]=4)[C:6]([OH:45])=[O:5])=[O:22])=[C:27]3[N:28]=[CH:29][C:30]=2[C:38]2[CH:43]=[CH:42][C:41]([F:44])=[CH:40][CH:39]=2)[CH2:37][CH2:36][CH2:35][CH2:34][CH2:33]1.